This data is from Full USPTO retrosynthesis dataset with 1.9M reactions from patents (1976-2016). The task is: Predict the reactants needed to synthesize the given product. Given the product [CH:1]1([O:6][C:7]2[CH:15]=[CH:14][C:13]([S:16]([CH3:19])(=[O:18])=[O:17])=[CH:12][C:8]=2[C:9]([N:33]2[CH2:34][CH2:35][N:30]([C:28]3[S:29][C:25]([S:22]([CH3:21])(=[O:24])=[O:23])=[CH:26][N:27]=3)[CH2:31][CH2:32]2)=[O:11])[CH2:2][CH2:3][CH2:4][CH2:5]1, predict the reactants needed to synthesize it. The reactants are: [CH:1]1([O:6][C:7]2[CH:15]=[CH:14][C:13]([S:16]([CH3:19])(=[O:18])=[O:17])=[CH:12][C:8]=2[C:9]([OH:11])=O)[CH2:5][CH2:4][CH2:3][CH2:2]1.Cl.[CH3:21][S:22]([C:25]1[S:29][C:28]([N:30]2[CH2:35][CH2:34][NH:33][CH2:32][CH2:31]2)=[N:27][CH:26]=1)(=[O:24])=[O:23].